From a dataset of Catalyst prediction with 721,799 reactions and 888 catalyst types from USPTO. Predict which catalyst facilitates the given reaction. (1) Reactant: Br[C:2]1[CH:13]=[CH:12][C:5]([CH2:6][NH:7][S:8]([CH3:11])(=[O:10])=[O:9])=[CH:4][C:3]=1[Cl:14].[B:15]1([B:15]2[O:19][C:18]([CH3:21])([CH3:20])[C:17]([CH3:23])([CH3:22])[O:16]2)[O:19][C:18]([CH3:21])([CH3:20])[C:17]([CH3:23])([CH3:22])[O:16]1.C([O-])(=O)C.[K+]. Product: [Cl:14][C:3]1[CH:4]=[C:5]([CH:12]=[CH:13][C:2]=1[B:15]1[O:19][C:18]([CH3:21])([CH3:20])[C:17]([CH3:23])([CH3:22])[O:16]1)[CH2:6][NH:7][S:8]([CH3:11])(=[O:10])=[O:9]. The catalyst class is: 873. (2) Reactant: [BH4-].[Li+].[CH2:3]([O:10][C:11]1[CH:12]=[CH:13][C:14]([C:22](=[O:25])[CH2:23][Cl:24])=[C:15]2[C:20]=1[NH:19][C:18](=[O:21])[CH:17]=[CH:16]2)[C:4]1[CH:9]=[CH:8][CH:7]=[CH:6][CH:5]=1.ClCCl.O. The catalyst class is: 1. Product: [CH2:3]([O:10][C:11]1[CH:12]=[CH:13][C:14]([CH:22]([OH:25])[CH2:23][Cl:24])=[C:15]2[C:20]=1[NH:19][C:18](=[O:21])[CH:17]=[CH:16]2)[C:4]1[CH:5]=[CH:6][CH:7]=[CH:8][CH:9]=1. (3) Reactant: [CH3:1][O:2][C:3]1[C:4]([CH2:20][N:21]2[CH2:26][CH2:25][C@@H:24]([CH3:27])[CH2:23][C@H:22]2[C:28]2[CH:33]=[CH:32][C:31]([C:34]([O:36]C)=[O:35])=[CH:30][CH:29]=2)=[C:5]2[C:9](=[C:10]([CH3:12])[CH:11]=1)[N:8](C(OC(C)(C)C)=O)[CH:7]=[CH:6]2.[Li+].[OH-].CO. Product: [CH3:1][O:2][C:3]1[C:4]([CH2:20][N:21]2[CH2:26][CH2:25][C@@H:24]([CH3:27])[CH2:23][C@H:22]2[C:28]2[CH:29]=[CH:30][C:31]([C:34]([OH:36])=[O:35])=[CH:32][CH:33]=2)=[C:5]2[C:9](=[C:10]([CH3:12])[CH:11]=1)[NH:8][CH:7]=[CH:6]2. The catalyst class is: 20.